This data is from Forward reaction prediction with 1.9M reactions from USPTO patents (1976-2016). The task is: Predict the product of the given reaction. (1) Given the reactants [CH3:1][O:2][C:3](=[O:12])[NH:4][C@H:5]1[C@@H:10]([CH3:11])[CH2:9][CH2:8][NH:7][CH2:6]1.[CH:13](=O)[C:14]1[CH:19]=[CH:18][CH:17]=[CH:16][CH:15]=1.C(O[BH-](OC(=O)C)OC(=O)C)(=O)C.[Na+], predict the reaction product. The product is: [CH3:1][O:2][C:3](=[O:12])[NH:4][C@H:5]1[C@@H:10]([CH3:11])[CH2:9][CH2:8][N:7]([CH2:13][C:14]2[CH:19]=[CH:18][CH:17]=[CH:16][CH:15]=2)[CH2:6]1. (2) Given the reactants C(OC([N:8]1[CH2:13][CH2:12][N:11]([CH2:14][CH2:15][NH:16][C:17]2[C:18]3[C:25]([C:26]4[CH:31]=[CH:30][CH:29]=[CH:28][CH:27]=4)=[C:24]([C:32]4[CH:37]=[CH:36][CH:35]=[CH:34][CH:33]=4)[O:23][C:19]=3[N:20]=[CH:21][N:22]=2)[CH2:10][CH2:9]1)=O)(C)(C)C, predict the reaction product. The product is: [C:26]1([C:25]2[C:18]3[C:17]([NH:16][CH2:15][CH2:14][N:11]4[CH2:10][CH2:9][NH:8][CH2:13][CH2:12]4)=[N:22][CH:21]=[N:20][C:19]=3[O:23][C:24]=2[C:32]2[CH:37]=[CH:36][CH:35]=[CH:34][CH:33]=2)[CH:27]=[CH:28][CH:29]=[CH:30][CH:31]=1.